Predict the reaction yield, written as a fraction of the theoretical maximum amount of product (1.0 means a 100% yield; for example, 0.34 means a 34% yield). From a dataset of Reaction yield outcomes from USPTO patents with 853,638 reactions. (1) The reactants are [OH:1][C:2]([CH3:16])([CH3:15])[CH2:3][CH2:4][N:5]1[C:9]2[CH:10]=[CH:11][CH:12]=[CH:13][C:8]=2[NH:7][C:6]1=[O:14].C(N(CC)CC)C.Cl[C:25](OC1C=CC([N+]([O-])=O)=CC=1)=[O:26].[NH2:37][C@H:38]([C:43]([NH2:45])=[O:44])[C:39]([CH3:42])([CH3:41])[CH3:40]. The catalyst is ClCCCl. The product is [NH2:45][C:43]([C@@H:38]([NH:37][C:25]([N:7]1[C:8]2[CH:13]=[CH:12][CH:11]=[CH:10][C:9]=2[N:5]([CH2:4][CH2:3][C:2]([OH:1])([CH3:16])[CH3:15])[C:6]1=[O:14])=[O:26])[C:39]([CH3:42])([CH3:41])[CH3:40])=[O:44]. The yield is 0.330. (2) The reactants are [OH:1][CH:2]1[CH2:6][CH2:5][N:4]([C:7]2[CH:19]=[CH:18][C:10]([C:11]([O:13][C:14]([CH3:17])([CH3:16])[CH3:15])=[O:12])=[CH:9][CH:8]=2)[CH2:3]1.C[N+]1([O-])CCOCC1.ClCCCl. The catalyst is C(Cl)Cl.CCC[N+](CCC)(CCC)CCC.[O-][Ru](=O)(=O)=O. The product is [O:1]=[C:2]1[CH2:6][CH2:5][N:4]([C:7]2[CH:19]=[CH:18][C:10]([C:11]([O:13][C:14]([CH3:15])([CH3:17])[CH3:16])=[O:12])=[CH:9][CH:8]=2)[CH2:3]1. The yield is 0.290. (3) The reactants are CS(O[CH:6]1[CH2:9][C:8]2([CH2:14][CH2:13][N:12]([C:15]([O:17][C:18]([CH3:21])([CH3:20])[CH3:19])=[O:16])[CH2:11][CH2:10]2)[CH2:7]1)(=O)=O.[I-].[K+].[C-:24]#[N:25].[Na+].II. The catalyst is CN(C=O)C.C(OCC)(=O)C.CCCCCC.C(=O)(O)[O-].[Na+]. The product is [C:24]([CH:6]1[CH2:9][C:8]2([CH2:14][CH2:13][N:12]([C:15]([O:17][C:18]([CH3:21])([CH3:20])[CH3:19])=[O:16])[CH2:11][CH2:10]2)[CH2:7]1)#[N:25]. The yield is 0.660. (4) The reactants are [Br:1]Br.[C:3]1([C:9]2[CH:13]=[CH:12][O:11][N:10]=2)[CH:8]=[CH:7][CH:6]=[CH:5][CH:4]=1.C(=O)(O)[O-].[Na+]. The catalyst is C(O)(=O)C. The product is [Br:1][C:13]1[C:9]([C:3]2[CH:4]=[CH:5][CH:6]=[CH:7][CH:8]=2)=[N:10][O:11][CH:12]=1. The yield is 0.990.